Dataset: Caco-2 cell permeability data measuring drug intestinal absorption for ~900 compounds. Task: Regression/Classification. Given a drug SMILES string, predict its absorption, distribution, metabolism, or excretion properties. Task type varies by dataset: regression for continuous measurements (e.g., permeability, clearance, half-life) or binary classification for categorical outcomes (e.g., BBB penetration, CYP inhibition). For this dataset (caco2_wang), we predict Y. (1) The drug is CNCc1nnc(-c2ccc(N3C[C@H](CNC(C)=S)OC3=O)cc2F)s1. The Y is -4.77 log Papp (cm/s). (2) The molecule is Cn1c(N2CCN(CCCN3c4ccccc4Sc4ccc(CC(=O)O)cc43)CC2)cc(=O)n(C)c1=O. The Y is -4.91 log Papp (cm/s).